From a dataset of Peptide-MHC class I binding affinity with 185,985 pairs from IEDB/IMGT. Regression. Given a peptide amino acid sequence and an MHC pseudo amino acid sequence, predict their binding affinity value. This is MHC class I binding data. (1) The peptide sequence is AYICPANVPW. The MHC is Mamu-B17 with pseudo-sequence Mamu-B17. The binding affinity (normalized) is 0.243. (2) The peptide sequence is VPPPRKKRTVV. The MHC is Mamu-A01 with pseudo-sequence Mamu-A01. The binding affinity (normalized) is 0. (3) The MHC is HLA-A30:01 with pseudo-sequence HLA-A30:01. The binding affinity (normalized) is 0.0915. The peptide sequence is NGYRWQHQI. (4) The peptide sequence is LPQHLTQRAQ. The MHC is HLA-B07:02 with pseudo-sequence HLA-B07:02. The binding affinity (normalized) is 0.156. (5) The peptide sequence is KQMSQPYAV. The MHC is HLA-B27:03 with pseudo-sequence HLA-B27:03. The binding affinity (normalized) is 0.0847. (6) The peptide sequence is LMIFISSFLL. The MHC is HLA-A68:02 with pseudo-sequence HLA-A68:02. The binding affinity (normalized) is 0.603.